Dataset: Catalyst prediction with 721,799 reactions and 888 catalyst types from USPTO. Task: Predict which catalyst facilitates the given reaction. (1) The catalyst class is: 9. Product: [F:1][C:2]1[CH:10]=[CH:9][C:8]([CH2:11][C:12]2[C:21]3[C:16](=[CH:17][CH:18]=[CH:19][CH:20]=3)[C:15](=[O:22])[NH:14][N:13]=2)=[CH:7][C:3]=1[C:4]([N:60]1[CH2:61][CH2:62][N:57]2[C:56]([C:63]([F:66])([F:64])[F:65])=[N:55][C:54]([C:52]([N:47]3[CH2:51][CH2:50][CH2:49][CH2:48]3)=[O:53])=[C:58]2[CH2:59]1)=[O:5]. Reactant: [F:1][C:2]1[CH:10]=[CH:9][C:8]([CH2:11][C:12]2[C:21]3[C:16](=[CH:17][CH:18]=[CH:19][CH:20]=3)[C:15](=[O:22])[NH:14][N:13]=2)=[CH:7][C:3]=1[C:4](O)=[O:5].F[P-](F)(F)(F)(F)F.N1(OC(N(C)C)=[N+](C)C)C2C=CC=CC=2N=N1.[N:47]1([C:52]([C:54]2[N:55]=[C:56]([C:63]([F:66])([F:65])[F:64])[N:57]3[CH2:62][CH2:61][NH:60][CH2:59][C:58]=23)=[O:53])[CH2:51][CH2:50][CH2:49][CH2:48]1.C(N(CC)C(C)C)(C)C. (2) Reactant: [NH2:1][C:2]1[NH:6][CH:5]=[N:4][C:3]=1[C:7](N)=[O:8].[CH2:10]([OH:12])[CH3:11]. Product: [CH2:10]([O:12][C:7]([C:3]1[N:4]=[CH:5][NH:6][C:2]=1[NH2:1])=[O:8])[CH3:11]. The catalyst class is: 501. (3) Reactant: Cl.O1CCOCC1.C(OC(=O)[NH:14][C:15]1[CH:20]=[CH:19][C:18]([CH2:21][C:22]2[CH:27]=[C:26]([NH2:28])[N:25]=[CH:24][N:23]=2)=[CH:17][CH:16]=1)(C)(C)C.N. Product: [NH2:14][C:15]1[CH:20]=[CH:19][C:18]([CH2:21][C:22]2[N:23]=[CH:24][N:25]=[C:26]([NH2:28])[CH:27]=2)=[CH:17][CH:16]=1. The catalyst class is: 2.